From a dataset of Reaction yield outcomes from USPTO patents with 853,638 reactions. Predict the reaction yield, written as a fraction of the theoretical maximum amount of product (1.0 means a 100% yield; for example, 0.34 means a 34% yield). (1) The reactants are Cl[C:2]1[N:3]=[C:4]2[CH:9]=[CH:8][CH:7]=[CH:6][N:5]2[C:10]=1[C:11]1[N:19]=[C:18]([CH3:20])[N:17]=[C:16]2[C:12]=1[N:13]=[CH:14][NH:15]2.[NH2:21][C:22]1[CH:23]=[C:24]([OH:28])[CH:25]=[CH:26][CH:27]=1.C(O)C. The catalyst is Cl.CO.CS(C)=O. The product is [CH3:20][C:18]1[N:17]=[C:16]2[C:12]([N:13]=[CH:14][NH:15]2)=[C:11]([C:10]2[N:5]3[CH:6]=[CH:7][CH:8]=[CH:9][C:4]3=[N:3][C:2]=2[NH:21][C:22]2[CH:23]=[C:24]([OH:28])[CH:25]=[CH:26][CH:27]=2)[N:19]=1. The yield is 0.440. (2) The reactants are [N+:1]([C:4]1[CH:5]=[C:6]([CH:22]=[CH:23][CH:24]=1)[CH2:7][C:8]1[N:17]2[N:18]=[C:19]([NH2:21])[N:20]=[C:16]2[C:15]2[CH:14]=[CH:13][CH:12]=[CH:11][C:10]=2[N:9]=1)([O-])=O. The catalyst is CN(C)C=O.[Pd]. The product is [NH2:1][C:4]1[CH:5]=[C:6]([CH:22]=[CH:23][CH:24]=1)[CH2:7][C:8]1[N:17]2[N:18]=[C:19]([NH2:21])[N:20]=[C:16]2[C:15]2[CH:14]=[CH:13][CH:12]=[CH:11][C:10]=2[N:9]=1. The yield is 0.670. (3) The reactants are [Cl:1][C:2]1[N:3]=[N:4][C:5]([O:10][CH3:11])=[C:6](I)[C:7]=1[CH3:8].[CH2:12]([N:14]([CH2:27][CH3:28])[C:15]([C:17]1[CH:22]=[CH:21][C:20]([F:23])=[CH:19][C:18]=1B(O)O)=[O:16])[CH3:13].C([O-])([O-])=O.[K+].[K+]. The catalyst is C1(C)C=CC=CC=1.C(O)C.C1C=CC([P]([Pd]([P](C2C=CC=CC=2)(C2C=CC=CC=2)C2C=CC=CC=2)([P](C2C=CC=CC=2)(C2C=CC=CC=2)C2C=CC=CC=2)[P](C2C=CC=CC=2)(C2C=CC=CC=2)C2C=CC=CC=2)(C2C=CC=CC=2)C2C=CC=CC=2)=CC=1. The product is [Cl:1][C:2]1[N:3]=[N:4][C:5]([O:10][CH3:11])=[C:6]([C:18]2[CH:19]=[C:20]([F:23])[CH:21]=[CH:22][C:17]=2[C:15]([N:14]([CH2:27][CH3:28])[CH2:12][CH3:13])=[O:16])[C:7]=1[CH3:8]. The yield is 0.580.